This data is from Forward reaction prediction with 1.9M reactions from USPTO patents (1976-2016). The task is: Predict the product of the given reaction. (1) Given the reactants [C:1]1([C@@H:7]2[CH2:11][C@H:10]([NH2:12])[CH:9]=[CH:8]2)[CH:6]=[CH:5][CH:4]=[CH:3][CH:2]=1.C(N(C(C)C)CC)(C)C.O=C1CCC(=O)N1[O:29][C:30]([NH:32][C:33]1[CH:41]=[CH:40][CH:39]=[C:38]2[C:34]=1[CH:35]=[N:36][N:37]2C(OC)=O)=O.C(=O)(OC)N.[OH-].[Na+], predict the reaction product. The product is: [NH:37]1[C:38]2[C:34](=[C:33]([NH:32][C:30]([NH:12][C@H:10]3[CH2:11][C@@H:7]([C:1]4[CH:6]=[CH:5][CH:4]=[CH:3][CH:2]=4)[CH:8]=[CH:9]3)=[O:29])[CH:41]=[CH:40][CH:39]=2)[CH:35]=[N:36]1. (2) Given the reactants [OH:1][C:2]1[CH:3]=[C:4]([CH:7]=[CH:8][C:9]=1[O:10][CH3:11])[CH:5]=[O:6].C(=O)([O-])[O-].[K+].[K+].Br[CH2:19][CH2:20][CH3:21], predict the reaction product. The product is: [CH3:11][O:10][C:9]1[CH:8]=[CH:7][C:4]([CH:5]=[O:6])=[CH:3][C:2]=1[O:1][CH2:19][CH2:20][CH3:21]. (3) Given the reactants [CH2:1]([O:3][C:4]([C:6]1[C:7]([N:18](C([C@H]2CC[C@H](C)CC2)=O)[CH:19]2[CH2:24]CN(C(OC(C)(C)C)=O)C[CH2:20]2)=[N:8][N:9]([CH2:11][C:12]2[CH:17]=[CH:16][CH:15]=[CH:14]C=2)[CH:10]=1)=[O:5])[CH3:2].[C:41]([O:44][C@H:45]1[CH2:50][C@H:49]([CH3:51])[CH2:48][CH2:47][C@H:46]1[C:52]([OH:54])=O)(=[O:43])[CH3:42], predict the reaction product. The product is: [C:41]([O:44][C@@H:45]1[CH2:50][C@@H:49]([CH3:51])[CH2:48][CH2:47][C@@H:46]1[C:52]([N:18]([CH:19]([CH3:20])[CH3:24])[C:7]1[C:6]([C:4]([O:3][CH2:1][CH3:2])=[O:5])=[CH:10][N:9]([C:11]2[CH:12]=[CH:17][CH:16]=[CH:15][CH:14]=2)[N:8]=1)=[O:54])(=[O:43])[CH3:42].